Dataset: Full USPTO retrosynthesis dataset with 1.9M reactions from patents (1976-2016). Task: Predict the reactants needed to synthesize the given product. (1) Given the product [Br:7][C:8]1[CH:17]=[C:22]2[C:23]([CH2:20][CH2:1][C:2]([CH3:4])([CH3:3])[C:26]2=[O:25])=[CH:24][CH:9]=1, predict the reactants needed to synthesize it. The reactants are: [CH3:1][C:2]([O-])([CH3:4])[CH3:3].[K+].[Br:7][C:8]1[CH:17]=C2C(CCCC2=O)=C[CH:9]=1.I[CH3:20].O.[CH2:22]1[CH2:26][O:25][CH2:24][CH2:23]1. (2) Given the product [C:20]([O:24][C:25](=[O:44])[CH2:26][O:27][C:28]1[CH:33]=[CH:32][C:31]([O:34][C:35]2[CH:40]=[CH:39][C:38]([CH2:41][N:1]3[CH2:2][CH2:3][CH:4]([N:7]4[C@H:11]([C:12]5[CH:13]=[C:14]([CH3:18])[CH:15]=[CH:16][CH:17]=5)[CH2:10][NH:9][C:8]4=[O:19])[CH2:5][CH2:6]3)=[C:37]([CH3:43])[N:36]=2)=[CH:30][CH:29]=1)([CH3:23])([CH3:22])[CH3:21], predict the reactants needed to synthesize it. The reactants are: [NH:1]1[CH2:6][CH2:5][CH:4]([N:7]2[C@H:11]([C:12]3[CH:13]=[C:14]([CH3:18])[CH:15]=[CH:16][CH:17]=3)[CH2:10][NH:9][C:8]2=[O:19])[CH2:3][CH2:2]1.[C:20]([O:24][C:25](=[O:44])[CH2:26][O:27][C:28]1[CH:33]=[CH:32][C:31]([O:34][C:35]2[CH:40]=[CH:39][C:38]([CH:41]=O)=[C:37]([CH3:43])[N:36]=2)=[CH:30][CH:29]=1)([CH3:23])([CH3:22])[CH3:21].C(O[BH-](OC(=O)C)OC(=O)C)(=O)C.[Na+]. (3) Given the product [F:11][C:10]([F:13])([F:12])[O:9][C:6]1[CH:7]=[CH:8][C:3]([CH2:2][NH:14][C:15]2[CH:20]=[CH:19][C:18]([C:21](=[O:23])[CH3:22])=[CH:17][CH:16]=2)=[CH:4][CH:5]=1, predict the reactants needed to synthesize it. The reactants are: Br[CH2:2][C:3]1[CH:8]=[CH:7][C:6]([O:9][C:10]([F:13])([F:12])[F:11])=[CH:5][CH:4]=1.[NH2:14][C:15]1[CH:20]=[CH:19][C:18]([C:21](=[O:23])[CH3:22])=[CH:17][CH:16]=1.C(=O)([O-])[O-].[K+].[K+]. (4) The reactants are: [N:1](OCCC(C)C)=O.[NH2:9][C:10]1[CH:19]=[CH:18][C:13]([C:14]([O:16][CH3:17])=[O:15])=[CH:12][C:11]=1[CH3:20]. Given the product [NH:9]1[C:10]2[C:11](=[CH:12][C:13]([C:14]([O:16][CH3:17])=[O:15])=[CH:18][CH:19]=2)[CH:20]=[N:1]1, predict the reactants needed to synthesize it. (5) Given the product [CH:1]([O:4][C:5]1[CH:6]=[C:7]2[C:11](=[CH:12][CH:13]=1)[NH:10][C:9](=[O:14])/[C:8]/2=[CH:21]\[C:18]1[NH:17][C:16]([CH3:15])=[N:20][CH:19]=1)([CH3:3])[CH3:2], predict the reactants needed to synthesize it. The reactants are: [CH:1]([O:4][C:5]1[CH:6]=[C:7]2[C:11](=[CH:12][CH:13]=1)[NH:10][C:9](=[O:14])[CH2:8]2)([CH3:3])[CH3:2].[CH3:15][C:16]1[NH:17][C:18]([CH:21]=O)=[CH:19][N:20]=1.N1CCCCC1.